This data is from Forward reaction prediction with 1.9M reactions from USPTO patents (1976-2016). The task is: Predict the product of the given reaction. (1) Given the reactants [Cl:1][C:2]1[CH:7]=[CH:6][C:5]([C:8]2[CH:9]=[N:10][CH:11]=[C:12]3[C:17]=2[N:16]=[C:15]([C:18]([OH:20])=O)[CH:14]=[CH:13]3)=[CH:4][CH:3]=1.C(N(CC)C(C)C)(C)C.F[P-](F)(F)(F)(F)F.N1(OC(N(C)C)=[N+](C)C)C2N=CC=CC=2N=N1.[CH3:54][S:55]([CH2:58][CH2:59][NH2:60])(=[O:57])=[O:56], predict the reaction product. The product is: [Cl:1][C:2]1[CH:3]=[CH:4][C:5]([C:8]2[CH:9]=[N:10][CH:11]=[C:12]3[C:17]=2[N:16]=[C:15]([C:18]([NH:60][CH2:59][CH2:58][S:55]([CH3:54])(=[O:57])=[O:56])=[O:20])[CH:14]=[CH:13]3)=[CH:6][CH:7]=1. (2) Given the reactants [CH2:1]([NH:3][C:4]1[N:5]=[C:6]([NH:20][CH2:21][CH3:22])[C:7]2[N:13]=[C:12]([NH:14][CH2:15][CH3:16])[N:11]=[C:10]([NH:17][CH2:18][CH3:19])[C:8]=2[N:9]=1)[CH3:2].[ClH:23].O1CCOCC1.Cl.CN(C)C1N=C(NCCC)C2N=C(NC)N=C(NCCC)C=2N=1, predict the reaction product. The product is: [ClH:23].[CH2:15]([NH:14][C:12]1[N:11]=[C:10]([NH:17][CH2:18][CH3:19])[C:8]2[N:9]=[C:4]([NH:3][CH2:1][CH3:2])[N:5]=[C:6]([NH:20][CH2:21][CH3:22])[C:7]=2[N:13]=1)[CH3:16]. (3) Given the reactants CO[C:3]([C:5]1[CH:10]=[CH:9][N:8]2[CH:11]=[N:12][CH:13]=[C:7]2[C:6]=1[NH:14][C:15]1[CH:20]=[CH:19][C:18]([CH:21]2[CH2:23][CH2:22]2)=[CH:17][C:16]=1[F:24])=[O:4].[OH-:25].[Na+].[NH2:27][OH:28].[CH3:29][CH2:30]N=C=NCCCN(C)C.[CH:40]1C=CC2N(O)N=NC=2[CH:45]=1, predict the reaction product. The product is: [CH:29]([O:25][CH2:40][CH2:45][O:28][NH:27][C:3]([C:5]1[CH:10]=[CH:9][N:8]2[CH:11]=[N:12][CH:13]=[C:7]2[C:6]=1[NH:14][C:15]1[CH:20]=[CH:19][C:18]([CH:21]2[CH2:23][CH2:22]2)=[CH:17][C:16]=1[F:24])=[O:4])=[CH2:30]. (4) Given the reactants [O:1]=[C:2]([C:8]1[N:12]2[CH:13]=[CH:14][C:15]([C:17](=[O:25])[NH:18][C:19]3[CH:24]=[CH:23][CH:22]=[CH:21][CH:20]=3)=[CH:16][C:11]2=[N:10][C:9]=1[C:26]([F:29])([F:28])[F:27])[C:3]([O:5][CH2:6][CH3:7])=[O:4].[BH4-].[Na+].C(=O)([O-])O.[Na+], predict the reaction product. The product is: [OH:1][CH:2]([C:8]1[N:12]2[CH:13]=[CH:14][C:15]([C:17](=[O:25])[NH:18][C:19]3[CH:20]=[CH:21][CH:22]=[CH:23][CH:24]=3)=[CH:16][C:11]2=[N:10][C:9]=1[C:26]([F:28])([F:29])[F:27])[C:3]([O:5][CH2:6][CH3:7])=[O:4]. (5) The product is: [CH3:1][O:2][C:3]1[C:4]2[N:17]=[C:16]([NH2:18])[S:15][C:5]=2[C:6]([C:9]2[CH:14]=[CH:13][CH:12]=[CH:11][CH:10]=2)=[N:7][CH:8]=1. Given the reactants [CH3:1][O:2][C:3]1[C:4]2[N:17]=[C:16]([NH:18]C(=O)C3C=CC=CC=3)[S:15][C:5]=2[C:6]([C:9]2[CH:14]=[CH:13][CH:12]=[CH:11][CH:10]=2)=[N:7][CH:8]=1.[OH-].[Na+], predict the reaction product. (6) Given the reactants [Cl:1][C:2]1[C:3]2[C:10](I)=[CH:9][S:8][C:4]=2[N:5]=[CH:6][N:7]=1.[Cl:12][C:13]1[C:28]([CH3:29])=[C:27](B2OC(C)(C)C(C)(C)O2)[CH:26]=[CH:25][C:14]=1[O:15][CH2:16][CH2:17][N:18]1[CH2:23][CH2:22][N:21]([CH3:24])[CH2:20][CH2:19]1.[O-]P([O-])([O-])=O.[K+].[K+].[K+], predict the reaction product. The product is: [Cl:1][C:2]1[C:3]2[C:10]([C:27]3[CH:26]=[CH:25][C:14]([O:15][CH2:16][CH2:17][N:18]4[CH2:23][CH2:22][N:21]([CH3:24])[CH2:20][CH2:19]4)=[C:13]([Cl:12])[C:28]=3[CH3:29])=[CH:9][S:8][C:4]=2[N:5]=[CH:6][N:7]=1. (7) Given the reactants [C:1](Cl)(C)=O.CO.[CH2:7]1[C@H:12]([OH:13])[C@@H:11]([OH:14])[C@@H:10]([OH:15])[CH2:9][C@@:8]1([C:17]([OH:19])=[O:18])[OH:16], predict the reaction product. The product is: [OH:16][C:8]1([C:17]([O:19][CH3:1])=[O:18])[CH2:9][C@@H:10]([OH:15])[CH:11]([OH:14])[C@H:12]([OH:13])[CH2:7]1.